Dataset: Catalyst prediction with 721,799 reactions and 888 catalyst types from USPTO. Task: Predict which catalyst facilitates the given reaction. (1) Reactant: C([O:9][C@@H:10]1[C@H:14]([O:15]C(=O)C2C=CC=CC=2)[C@@H:13]([CH2:24][O:25]C(=O)C2C=CC=CC=2)[O:12][C@H:11]1[N:34]1[CH:41]=[C:40]([CH2:42][CH3:43])[C:38](=[O:39])[NH:37][C:35]1=[O:36])(=O)C1C=CC=CC=1.C[O-].[Na+]. Product: [CH2:42]([C:40]1[C:38](=[O:39])[NH:37][C:35](=[O:36])[N:34]([CH:41]=1)[C@@H:11]1[O:12][C@H:13]([CH2:24][OH:25])[C@@H:14]([OH:15])[C@H:10]1[OH:9])[CH3:43]. The catalyst class is: 130. (2) Reactant: [H-].[Na+].[F:3][C:4]([F:16])([C:9]1[S:10][CH:11]=[C:12]([CH2:14][OH:15])[N:13]=1)[C:5]([F:8])([F:7])[F:6].Br[C:18]1[CH:23]=[CH:22][N:21]([C:24]2[CH:25]=[CH:26][C:27]3[N:31]=[C:30]([CH:32]4[CH2:34][CH2:33]4)[N:29]([CH3:35])[C:28]=3[CH:36]=2)[C:20](=[O:37])[CH:19]=1. Product: [CH:32]1([C:30]2[N:29]([CH3:35])[C:28]3[CH:36]=[C:24]([N:21]4[CH:22]=[CH:23][C:18]([O:15][CH2:14][C:12]5[N:13]=[C:9]([C:4]([F:3])([F:16])[C:5]([F:8])([F:7])[F:6])[S:10][CH:11]=5)=[CH:19][C:20]4=[O:37])[CH:25]=[CH:26][C:27]=3[N:31]=2)[CH2:33][CH2:34]1. The catalyst class is: 44. (3) Reactant: C([SiH](CC)CC)C.FC(F)(F)C(O)=O.O[CH:16]([C:27]1[C:28]([C:38]2[CH:43]=[CH:42][CH:41]=[CH:40][CH:39]=2)=[N:29][N:30]2[C:35]([O:36][CH3:37])=[CH:34][CH:33]=[CH:32][C:31]=12)[C:17]1[N:22]=[C:21]([C:23]([O:25][CH3:26])=[O:24])[CH:20]=[CH:19][CH:18]=1.C(=O)(O)[O-].[Na+]. Product: [CH3:37][O:36][C:35]1[N:30]2[N:29]=[C:28]([C:38]3[CH:43]=[CH:42][CH:41]=[CH:40][CH:39]=3)[C:27]([CH2:16][C:17]3[N:22]=[C:21]([C:23]([O:25][CH3:26])=[O:24])[CH:20]=[CH:19][CH:18]=3)=[C:31]2[CH:32]=[CH:33][CH:34]=1. The catalyst class is: 4. (4) Reactant: [N+:1]([C:4]1[C:12]2[S:11][C:10]([NH2:13])=[N:9][C:8]=2[CH:7]=[C:6]([C:14]2[CH:15]=[N:16][CH:17]=[CH:18][CH:19]=2)[CH:5]=1)([O-:3])=[O:2].[CH2:20]([N:22]=[C:23]=[O:24])[CH3:21]. Product: [CH2:20]([NH:22][C:23]([NH:13][C:10]1[S:11][C:12]2[C:4]([N+:1]([O-:3])=[O:2])=[CH:5][C:6]([C:14]3[CH:15]=[N:16][CH:17]=[CH:18][CH:19]=3)=[CH:7][C:8]=2[N:9]=1)=[O:24])[CH3:21]. The catalyst class is: 12. (5) Reactant: C[O:2][C:3]1[CH:12]=[C:11]2[C:6]([CH:7]=[C:8]([C:14]([OH:16])=[O:15])[C:9]([CH3:13])=[N:10]2)=[CH:5][CH:4]=1. Product: [OH:2][C:3]1[CH:12]=[C:11]2[C:6]([CH:7]=[C:8]([C:14]([OH:16])=[O:15])[C:9]([CH3:13])=[N:10]2)=[CH:5][CH:4]=1. The catalyst class is: 201. (6) Reactant: C1(C(C2C=CC=CC=2)(C2C=CC=CC=2)[N:8]2[C:12]([C:13]3[CH:18]=[CH:17][CH:16]=[CH:15][C:14]=3[C:19]3[CH:24]=[CH:23][C:22]([CH2:25]Br)=[CH:21][CH:20]=3)=[N:11]N=[N:9]2)C=CC=CC=1.[CH2:39]([C:43]1[NH:44][C:45]([CH:49]=[O:50])=[C:46]([Cl:48])[N:47]=1)[CH2:40][CH2:41][CH3:42].CC[CH2:53][CH2:54][CH2:55][CH2:56][CH2:57][C:58]([C:60]([NH3+:79])([C:70]([CH2:72][CH2:73][CH2:74][CH2:75][CH2:76]CC)=O)[C:61]([CH2:63][CH2:64][CH2:65][CH2:66][CH2:67]CC)=O)=O.[Cl-].[OH-].[K+].[BH4-].[Na+]. Product: [CH3:42][CH2:41][CH2:40][CH2:39][C:43]1[N:44]([CH2:25][C:22]2[CH:21]=[CH:20][C:19]([C:14]3[C:13]([C:12]4[N:8]=[N:9][N:79]([C:60]([C:58]5[CH:53]=[CH:54][CH:55]=[CH:56][CH:57]=5)([C:61]5[CH:63]=[CH:64][CH:65]=[CH:66][CH:67]=5)[C:70]5[CH:72]=[CH:73][CH:74]=[CH:75][CH:76]=5)[N:11]=4)=[CH:18][CH:17]=[CH:16][CH:15]=3)=[CH:24][CH:23]=2)[C:45]([CH2:49][OH:50])=[C:46]([Cl:48])[N:47]=1. The catalyst class is: 226. (7) Reactant: C([O:3][C:4]([C@H:6]1[CH2:11][CH2:10][C@@H:9]([NH:12][C:13]2[N:18]=[C:17]([N:19]([CH3:21])[CH3:20])[C:16]([CH3:22])=[CH:15][N:14]=2)[CH2:8][CH2:7]1)=[O:5])C. Product: [CH3:21][N:19]([CH3:20])[C:17]1[C:16]([CH3:22])=[CH:15][N:14]=[C:13]([NH:12][C@@H:9]2[CH2:10][CH2:11][C@H:6]([C:4]([OH:5])=[O:3])[CH2:7][CH2:8]2)[N:18]=1. The catalyst class is: 33.